Dataset: Full USPTO retrosynthesis dataset with 1.9M reactions from patents (1976-2016). Task: Predict the reactants needed to synthesize the given product. (1) Given the product [CH3:9][O:7][C:1](=[O:8])[CH2:2][CH2:3][CH2:4][C:5]#[CH:6], predict the reactants needed to synthesize it. The reactants are: [C:1]([OH:8])(=[O:7])[CH2:2][CH2:3][CH2:4][C:5]#[CH:6].[C:9](OCC)(=O)C. (2) Given the product [CH:21]1([C:19]([N:16]2[CH2:17][CH2:18][C@@H:14]([CH2:13][C:12]3[N:8]([C:5]4[CH:6]=[CH:7][C:2]([C:30]5[CH:31]=[CH:32][C:27]([F:26])=[CH:28][CH:29]=5)=[CH:3][C:4]=4[CH3:25])[C:9](=[O:24])[NH:10][N:11]=3)[CH2:15]2)=[O:20])[CH2:23][CH2:22]1, predict the reactants needed to synthesize it. The reactants are: Br[C:2]1[CH:7]=[CH:6][C:5]([N:8]2[C:12]([CH2:13][C@@H:14]3[CH2:18][CH2:17][N:16]([C:19]([CH:21]4[CH2:23][CH2:22]4)=[O:20])[CH2:15]3)=[N:11][NH:10][C:9]2=[O:24])=[C:4]([CH3:25])[CH:3]=1.[F:26][C:27]1[CH:32]=[CH:31][C:30](B(O)O)=[CH:29][CH:28]=1.C([O-])([O-])=O.[K+].[K+].O1CCOCC1. (3) Given the product [CH3:25][O:26][CH2:27][CH2:28][O:29][CH2:30][CH2:31][O:32][CH2:33][CH2:34][O:35][CH2:36][CH2:37][NH:38][C:1](=[O:24])[CH2:2][CH2:3]/[CH:4]=[CH:5]\[CH2:6]/[CH:7]=[CH:8]\[CH2:9]/[CH:10]=[CH:11]\[CH2:12]/[CH:13]=[CH:14]\[CH2:15]/[CH:16]=[CH:17]\[CH2:18]/[CH:19]=[CH:20]\[CH2:21][CH3:22], predict the reactants needed to synthesize it. The reactants are: [C:1]([OH:24])(=O)[CH2:2][CH2:3]/[CH:4]=[CH:5]\[CH2:6]/[CH:7]=[CH:8]\[CH2:9]/[CH:10]=[CH:11]\[CH2:12]/[CH:13]=[CH:14]\[CH2:15]/[CH:16]=[CH:17]\[CH2:18]/[CH:19]=[CH:20]\[CH2:21][CH3:22].[CH3:25][O:26][CH2:27][CH2:28][O:29][CH2:30][CH2:31][O:32][CH2:33][CH2:34][O:35][CH2:36][CH2:37][NH2:38]. (4) Given the product [F:1][C:2]1[CH:3]=[C:4]2[C:9](=[CH:10][C:11]=1[OH:12])[CH2:8][CH:7]([C:13]([O:15][CH3:21])=[O:14])[CH2:6][CH2:5]2, predict the reactants needed to synthesize it. The reactants are: [F:1][C:2]1[CH:3]=[C:4]2[C:9](=[CH:10][C:11]=1[OH:12])[CH2:8][CH:7]([C:13]([OH:15])=[O:14])[CH2:6][CH2:5]2.S(=O)(=O)(O)O.[CH3:21]O. (5) Given the product [Cl:1][C:2]1[CH:3]=[CH:4][C:5]([S:8]([N:11]2[CH:16]3[CH2:17][CH2:18][CH2:19][CH:12]2[CH:13]([CH3:22])[C:14](=[O:20])[CH2:15]3)(=[O:9])=[O:10])=[CH:6][CH:7]=1, predict the reactants needed to synthesize it. The reactants are: [Cl:1][C:2]1[CH:7]=[CH:6][C:5]([S:8]([N:11]2[CH:16]3[CH2:17][CH2:18][CH2:19][CH:12]2[CH2:13][C:14](=[O:20])[CH2:15]3)(=[O:10])=[O:9])=[CH:4][CH:3]=1.[Li+].[CH3:22][Si]([N-][Si](C)(C)C)(C)C.CI. (6) Given the product [Br:25][CH2:11][C:9]1[CH:8]=[C:7]([F:12])[C:6]([C:13](=[O:24])[C:14]2[CH:19]=[CH:18][C:17]([O:20][CH2:21][CH2:22][CH3:23])=[CH:16][CH:15]=2)=[C:5]([OH:4])[CH:10]=1, predict the reactants needed to synthesize it. The reactants are: C([O:4][C:5]1[CH:10]=[C:9]([CH3:11])[CH:8]=[C:7]([F:12])[C:6]=1[C:13](=[O:24])[C:14]1[CH:19]=[CH:18][C:17]([O:20][CH2:21][CH2:22][CH3:23])=[CH:16][CH:15]=1)(=O)C.[Br:25]N1C(=O)CCC1=O.